This data is from Full USPTO retrosynthesis dataset with 1.9M reactions from patents (1976-2016). The task is: Predict the reactants needed to synthesize the given product. (1) Given the product [N+:1]([C:4]1[CH:5]=[C:6]([CH:10]=[CH:11][CH:12]=1)[C:7]([C:15]1[N:16]2[C:21]([CH:20]=[CH:19][CH:18]=[CH:17]2)=[CH:13][CH:14]=1)=[O:8])([O-:3])=[O:2], predict the reactants needed to synthesize it. The reactants are: [N+:1]([C:4]1[CH:5]=[C:6]([CH:10]=[CH:11][CH:12]=1)[C:7](Cl)=[O:8])([O-:3])=[O:2].[CH:13]1[CH:14]=[CH:15][N:16]2[C:21]=1[CH:20]=[CH:19][CH:18]=[CH:17]2.C(OCC)(=O)C.O. (2) Given the product [Cl:1][C:2]1[CH:3]=[C:4]([CH:7]=[CH:8][C:9]=1[C:10]1[C:33](=[O:34])[N:32]([CH2:35][CH3:36])[C:13]2[N:14]=[C:15]([NH:18][C:19]3[CH:20]=[CH:21][C:22]([N:25]4[CH2:30][CH2:29][N:28]([CH3:31])[CH2:27][CH2:26]4)=[CH:23][CH:24]=3)[N:16]=[CH:17][C:12]=2[CH:11]=1)[C:5](=[NH:6])[NH:37][OH:38], predict the reactants needed to synthesize it. The reactants are: [Cl:1][C:2]1[CH:3]=[C:4]([CH:7]=[CH:8][C:9]=1[C:10]1[C:33](=[O:34])[N:32]([CH2:35][CH3:36])[C:13]2[N:14]=[C:15]([NH:18][C:19]3[CH:24]=[CH:23][C:22]([N:25]4[CH2:30][CH2:29][N:28]([CH3:31])[CH2:27][CH2:26]4)=[CH:21][CH:20]=3)[N:16]=[CH:17][C:12]=2[CH:11]=1)[C:5]#[N:6].[NH2:37][OH:38].C([O-])([O-])=O.[Na+].[Na+]. (3) Given the product [F:1][C:2]1[CH:3]=[C:4]2[C:9](=[CH:10][CH:11]=1)[N:8]=[C:7]([CH:12]([NH2:14])[CH3:13])[C:6]([C:22]1[CH:27]=[CH:26][CH:25]=[CH:24][N:23]=1)=[C:5]2[C:28]1[O:32][N:31]=[C:30]([CH3:33])[N:29]=1, predict the reactants needed to synthesize it. The reactants are: [F:1][C:2]1[CH:3]=[C:4]2[C:9](=[CH:10][CH:11]=1)[N:8]=[C:7]([CH:12]([NH:14]C(=O)OC(C)(C)C)[CH3:13])[C:6]([C:22]1[CH:27]=[CH:26][CH:25]=[CH:24][N:23]=1)=[C:5]2[C:28]1[O:32][N:31]=[C:30]([CH3:33])[N:29]=1.O1CCOCC1. (4) The reactants are: [CH2:1]([O:8][CH2:9][C:10]([CH3:12])=O)[C:2]1[CH:7]=[CH:6][CH:5]=[CH:4][CH:3]=1.[C-:13]#[N:14].[Na+].[Cl-].[NH4+:17]. Given the product [NH2:17][C:10]([CH3:12])([CH2:9][O:8][CH2:1][C:2]1[CH:7]=[CH:6][CH:5]=[CH:4][CH:3]=1)[C:13]#[N:14], predict the reactants needed to synthesize it. (5) Given the product [CH3:26][N:25]([CH2:27][CH:28]([OH:38])[CH2:29][O:30][C:31]1[CH:32]=[CH:33][C:34]([NH:35][C:2]2[N:7]=[C:6]([N:8]([CH2:15][CH2:16][C:17]3[CH:22]=[CH:21][CH:20]=[CH:19][CH:18]=3)[C:9]3[CH:14]=[CH:13][CH:12]=[CH:11][CH:10]=3)[CH:5]=[CH:4][N:3]=2)=[CH:36][CH:37]=1)[CH3:24], predict the reactants needed to synthesize it. The reactants are: Cl[C:2]1[N:7]=[C:6]([N:8]([CH2:15][CH2:16][C:17]2[CH:22]=[CH:21][CH:20]=[CH:19][CH:18]=2)[C:9]2[CH:14]=[CH:13][CH:12]=[CH:11][CH:10]=2)[CH:5]=[CH:4][N:3]=1.Cl.[CH3:24][N:25]([CH2:27][CH:28]([OH:38])[CH2:29][O:30][C:31]1[CH:37]=[CH:36][C:34]([NH2:35])=[CH:33][CH:32]=1)[CH3:26]. (6) Given the product [C:23]([C:22]1[CH:26]=[CH:27][CH:28]=[CH:29][C:21]=1[NH:20][C:7]([C:6]1[S:5][C:4]2[CH:10]=[CH:11][CH:12]=[CH:13][C:3]=2[C:2]=1[Cl:1])=[O:9])(=[O:24])[NH2:25], predict the reactants needed to synthesize it. The reactants are: [Cl:1][C:2]1[C:3]2[CH:13]=[CH:12][CH:11]=[CH:10][C:4]=2[S:5][C:6]=1[C:7]([OH:9])=O.C(Cl)(=O)C(Cl)=O.[NH2:20][C:21]1[CH:29]=[CH:28][CH:27]=[CH:26][C:22]=1[C:23]([NH2:25])=[O:24]. (7) Given the product [CH:26]([C:2]1[O:1][C:9]2[CH:8]=[CH:7][N:6]=[C:5]([NH:10][C:11](=[O:18])[C:12]3[CH:17]=[CH:16][CH:15]=[CH:14][CH:13]=3)[C:4]=2[CH:3]=1)=[O:27], predict the reactants needed to synthesize it. The reactants are: [O:1]1[C:9]2[CH:8]=[CH:7][N:6]=[C:5]([NH:10][C:11](=[O:18])[C:12]3[CH:17]=[CH:16][CH:15]=[CH:14][CH:13]=3)[C:4]=2[CH:3]=[CH:2]1.C([Li])CCC.CN(C)[CH:26]=[O:27].[Cl-].[NH4+].